This data is from Forward reaction prediction with 1.9M reactions from USPTO patents (1976-2016). The task is: Predict the product of the given reaction. (1) Given the reactants [NH2:1][C:2]1[C:7]([C:8]#[N:9])=[C:6]([C:10]2[CH:14]=[CH:13][NH:12][N:11]=2)[C:5]([C:15]#[N:16])=[C:4]([S:17][CH2:18][C:19]2[N:20]=[C:21]([C:24]3[CH:29]=[CH:28][C:27]([Cl:30])=[CH:26][CH:25]=3)[S:22][CH:23]=2)[N:3]=1.C(=O)([O-])[O-].[Cs+].[Cs+].[CH3:37][CH:38]1[CH2:40][O:39]1, predict the reaction product. The product is: [NH2:1][C:2]1[C:7]([C:8]#[N:9])=[C:6]([C:10]2[CH:14]=[CH:13][N:12]([CH2:37][CH:38]([OH:39])[CH3:40])[N:11]=2)[C:5]([C:15]#[N:16])=[C:4]([S:17][CH2:18][C:19]2[N:20]=[C:21]([C:24]3[CH:25]=[CH:26][C:27]([Cl:30])=[CH:28][CH:29]=3)[S:22][CH:23]=2)[N:3]=1. (2) Given the reactants [CH3:1][C:2]1[C:3]([CH3:27])=[CH:4][C:5]2[N:14]([CH2:15][CH2:16][CH2:17][CH2:18][CH2:19][CH2:20][C:21](O)=[O:22])[C:13]3[C:8]([C:9](=[O:25])[NH:10][C:11](=[O:24])[N:12]=3)=[N:7][C:6]=2[CH:26]=1.[CH3:28][N:29](C(ON1N=NC2C=CC=CC1=2)=[N+](C)C)C.F[P-](F)(F)(F)(F)F.CCN(C(C)C)C(C)C.CN.C1COCC1, predict the reaction product. The product is: [CH3:1][C:2]1[C:3]([CH3:27])=[CH:4][C:5]2[N:14]([CH2:15][CH2:16][CH2:17][CH2:18][CH2:19][CH2:20][C:21]([NH:29][CH3:28])=[O:22])[C:13]3[C:8]([C:9](=[O:25])[NH:10][C:11](=[O:24])[N:12]=3)=[N:7][C:6]=2[CH:26]=1. (3) Given the reactants [CH3:1][O:2][C:3]1[CH:8]=[CH:7][C:6]([NH:9][CH3:10])=[CH:5][CH:4]=1.CC([O-])=O.[Na+].C1COCC1.[Cl:21][C:22]1[N:31]=[C:30](Cl)[C:29]2[C:24](=[CH:25][CH:26]=[C:27]([CH3:33])[CH:28]=2)[N:23]=1, predict the reaction product. The product is: [Cl:21][C:22]1[N:31]=[C:30]([N:9]([C:6]2[CH:7]=[CH:8][C:3]([O:2][CH3:1])=[CH:4][CH:5]=2)[CH3:10])[C:29]2[C:24](=[CH:25][CH:26]=[C:27]([CH3:33])[CH:28]=2)[N:23]=1. (4) Given the reactants C(C1C=CC([C:9]2[CH:16]=[CH:15][CH:14]=[C:11]([C:12]#[N:13])[C:10]=2[C:17]#[N:18])=CC=1)=C.CO.C[N:22](CCO)C, predict the reaction product. The product is: [NH2:22][C:16]1[CH:9]=[C:10]([C:17]#[N:18])[C:11](=[CH:14][CH:15]=1)[C:12]#[N:13].